This data is from NCI-60 drug combinations with 297,098 pairs across 59 cell lines. The task is: Regression. Given two drug SMILES strings and cell line genomic features, predict the synergy score measuring deviation from expected non-interaction effect. (1) Drug 1: CCCCC(=O)OCC(=O)C1(CC(C2=C(C1)C(=C3C(=C2O)C(=O)C4=C(C3=O)C=CC=C4OC)O)OC5CC(C(C(O5)C)O)NC(=O)C(F)(F)F)O. Drug 2: CN(CC1=CN=C2C(=N1)C(=NC(=N2)N)N)C3=CC=C(C=C3)C(=O)NC(CCC(=O)O)C(=O)O. Cell line: CCRF-CEM. Synergy scores: CSS=79.3, Synergy_ZIP=4.89, Synergy_Bliss=3.72, Synergy_Loewe=-9.34, Synergy_HSA=3.99. (2) Drug 1: CC=C1C(=O)NC(C(=O)OC2CC(=O)NC(C(=O)NC(CSSCCC=C2)C(=O)N1)C(C)C)C(C)C. Drug 2: C(CC(=O)O)C(=O)CN.Cl. Cell line: RXF 393. Synergy scores: CSS=41.5, Synergy_ZIP=-5.72, Synergy_Bliss=-6.83, Synergy_Loewe=-23.0, Synergy_HSA=-5.17. (3) Drug 1: CN1CCC(CC1)COC2=C(C=C3C(=C2)N=CN=C3NC4=C(C=C(C=C4)Br)F)OC. Drug 2: C1=CN(C(=O)N=C1N)C2C(C(C(O2)CO)O)O.Cl. Cell line: SNB-19. Synergy scores: CSS=22.8, Synergy_ZIP=1.53, Synergy_Bliss=5.09, Synergy_Loewe=-11.5, Synergy_HSA=5.42. (4) Drug 1: COC1=CC(=CC(=C1O)OC)C2C3C(COC3=O)C(C4=CC5=C(C=C24)OCO5)OC6C(C(C7C(O6)COC(O7)C8=CC=CS8)O)O. Drug 2: CC(C)(C#N)C1=CC(=CC(=C1)CN2C=NC=N2)C(C)(C)C#N. Cell line: MOLT-4. Synergy scores: CSS=87.0, Synergy_ZIP=6.43, Synergy_Bliss=10.9, Synergy_Loewe=-6.24, Synergy_HSA=10.8. (5) Drug 1: CC12CCC3C(C1CCC2=O)CC(=C)C4=CC(=O)C=CC34C. Drug 2: CN(C(=O)NC(C=O)C(C(C(CO)O)O)O)N=O. Cell line: MDA-MB-435. Synergy scores: CSS=24.1, Synergy_ZIP=-0.775, Synergy_Bliss=-3.26, Synergy_Loewe=-1.90, Synergy_HSA=-2.65.